From a dataset of Full USPTO retrosynthesis dataset with 1.9M reactions from patents (1976-2016). Predict the reactants needed to synthesize the given product. (1) Given the product [CH2:26]([N:33]1[CH2:38][CH2:37][CH:36]([NH:39][C:2]2[CH:7]=[C:6]([C:8]3[N:9]([CH2:22][CH2:23][O:24][CH3:25])[C:10]([S:20][CH3:21])=[N:11][C:12]=3[C:13]3[CH:18]=[CH:17][C:16]([F:19])=[CH:15][CH:14]=3)[CH:5]=[CH:4][N:3]=2)[CH2:35][CH2:34]1)[C:27]1[CH:28]=[CH:29][CH:30]=[CH:31][CH:32]=1, predict the reactants needed to synthesize it. The reactants are: F[C:2]1[CH:7]=[C:6]([C:8]2[N:9]([CH2:22][CH2:23][O:24][CH3:25])[C:10]([S:20][CH3:21])=[N:11][C:12]=2[C:13]2[CH:18]=[CH:17][C:16]([F:19])=[CH:15][CH:14]=2)[CH:5]=[CH:4][N:3]=1.[CH2:26]([N:33]1[CH2:38][CH2:37][CH:36]([NH2:39])[CH2:35][CH2:34]1)[C:27]1[CH:32]=[CH:31][CH:30]=[CH:29][CH:28]=1. (2) Given the product [CH2:1]([O:8][C:9]1[C:14](=[O:15])[N:13]=[C:12]([CH2:16][C:17]2([C:22]3[CH:23]=[C:24]([C:32]([F:33])([F:35])[F:34])[CH:25]=[C:26]([C:28]([F:30])([F:31])[F:29])[CH:27]=3)[CH2:18][CH2:19][CH2:20][CH2:21]2)[N:11]2[CH2:43][CH2:42][N:38]([CH:39]([CH3:41])[CH3:40])[C:36](=[O:37])[C:10]=12)[C:2]1[CH:7]=[CH:6][CH:5]=[CH:4][CH:3]=1, predict the reactants needed to synthesize it. The reactants are: [CH2:1]([O:8][C:9]1[C:10]([C:36]([N:38]([CH2:42][CH2:43]O)[CH:39]([CH3:41])[CH3:40])=[O:37])=[N:11][C:12]([CH2:16][C:17]2([C:22]3[CH:27]=[C:26]([C:28]([F:31])([F:30])[F:29])[CH:25]=[C:24]([C:32]([F:35])([F:34])[F:33])[CH:23]=3)[CH2:21][CH2:20][CH2:19][CH2:18]2)=[N:13][C:14]=1[OH:15])[C:2]1[CH:7]=[CH:6][CH:5]=[CH:4][CH:3]=1.C(OC1C(=O)N=C(CC2(C3C=CC(C(F)(F)F)=CC=3)CCCC2)N2CCN(C(C)C)C(=O)C=12)C1C=CC=CC=1. (3) The reactants are: [CH3:1][O:2][CH2:3][CH:4]([N:8]1[C:17]2[C:12](=[CH:13][C:14]([C:18]3[CH:19]=[N:20][C:21]([NH:33][C:34]([NH:36][CH2:37][CH3:38])=[O:35])=[CH:22][C:23]=3[C:24]3[S:25][CH:26]=[C:27]([C:29]([F:32])([F:31])[F:30])[N:28]=3)=[CH:15][CH:16]=2)[C:11](=[O:39])[C:10]([C:40](O)=[O:41])=[CH:9]1)[CH2:5][O:6][CH3:7].F[P-](F)(F)(F)(F)F.N1(OC(N(C)C)=[N+](C)C)C2N=CC=CC=2N=N1.C(N(C(C)C)CC)(C)C.Cl.[NH2:77][CH:78]1[CH2:83][CH2:82][O:81][CH2:80][CH2:79]1. Given the product [CH3:7][O:6][CH2:5][CH:4]([N:8]1[C:17]2[C:12](=[CH:13][C:14]([C:18]3[CH:19]=[N:20][C:21]([NH:33][C:34]([NH:36][CH2:37][CH3:38])=[O:35])=[CH:22][C:23]=3[C:24]3[S:25][CH:26]=[C:27]([C:29]([F:30])([F:31])[F:32])[N:28]=3)=[CH:15][CH:16]=2)[C:11](=[O:39])[C:10]([C:40]([NH:77][CH:78]2[CH2:83][CH2:82][O:81][CH2:80][CH2:79]2)=[O:41])=[CH:9]1)[CH2:3][O:2][CH3:1], predict the reactants needed to synthesize it. (4) Given the product [CH:15]([O:18][C:19]1[CH:24]=[CH:23][C:22]([C:2]2[CH:3]=[N:4][CH:5]=[C:6]3[C:11]=2[N:10]=[C:9]([C:12]([NH2:14])=[O:13])[CH:8]=[CH:7]3)=[CH:21][CH:20]=1)([CH3:17])[CH3:16], predict the reactants needed to synthesize it. The reactants are: Br[C:2]1[CH:3]=[N:4][CH:5]=[C:6]2[C:11]=1[N:10]=[C:9]([C:12]([NH2:14])=[O:13])[CH:8]=[CH:7]2.[CH:15]([O:18][C:19]1[CH:24]=[CH:23][C:22](B(O)O)=[CH:21][CH:20]=1)([CH3:17])[CH3:16].C(=O)([O-])[O-].[Cs+].[Cs+]. (5) Given the product [Br:6][C:7]1[CH:8]=[N:9][CH:10]=[CH:11][C:14]=1[CH:1]=[CH2:2], predict the reactants needed to synthesize it. The reactants are: [CH2:1]([Li])[CH2:2]CC.[Br:6][C:7]1[CH:8]=[N:9][CH:10]=[C:11]([CH:14]=1)C=O. (6) Given the product [F:1][C:2]1[CH:9]=[CH:8][C:7]([CH2:10][CH2:11][C:12]2([CH:32]=[O:33])[CH2:13][CH2:14][N:15]([C:18](=[O:31])[CH2:19][C:20]3[CH:25]=[CH:24][C:23]([N:26]4[CH:30]=[N:29][N:28]=[N:27]4)=[CH:22][CH:21]=3)[CH2:16][CH2:17]2)=[CH:6][C:3]=1[C:4]#[N:5], predict the reactants needed to synthesize it. The reactants are: [F:1][C:2]1[CH:9]=[CH:8][C:7]([CH2:10][CH2:11][C:12]2([CH2:32][OH:33])[CH2:17][CH2:16][N:15]([C:18](=[O:31])[CH2:19][C:20]3[CH:25]=[CH:24][C:23]([N:26]4[CH:30]=[N:29][N:28]=[N:27]4)=[CH:22][CH:21]=3)[CH2:14][CH2:13]2)=[CH:6][C:3]=1[C:4]#[N:5].CC(OI1(OC(C)=O)(OC(C)=O)OC(=O)C2C=CC=CC1=2)=O. (7) The reactants are: [N:1]1([C@H:10]([C:15]2[S:16][CH:17]=[CH:18][CH:19]=2)[C@H:11]([OH:14])[CH2:12]O)[C:9]2[C:4](=[CH:5][CH:6]=[CH:7][CH:8]=2)[CH:3]=[CH:2]1.C1(C)C=CC(S(Cl)(=O)=O)=CC=1.[N:31]1C=CC=C[CH:32]=1. Given the product [N:1]1([C@H:10]([C:15]2[S:16][CH:17]=[CH:18][CH:19]=2)[C@H:11]([OH:14])[CH2:12][NH:31][CH3:32])[C:9]2[C:4](=[CH:5][CH:6]=[CH:7][CH:8]=2)[CH:3]=[CH:2]1, predict the reactants needed to synthesize it. (8) Given the product [NH2:25][CH2:26][CH2:27][CH2:28][NH:29][C:2]1[C:6]2[CH:7]=[C:8]([S:11]([NH:14][CH2:15][C:16]3[CH:21]=[CH:20][C:19]([O:22][CH3:23])=[CH:18][CH:17]=3)(=[O:13])=[O:12])[CH:9]=[CH:10][C:5]=2[S:4][N:3]=1, predict the reactants needed to synthesize it. The reactants are: Cl[C:2]1[C:6]2[CH:7]=[C:8]([S:11]([NH:14][CH2:15][C:16]3[CH:21]=[CH:20][C:19]([O:22][CH3:23])=[CH:18][CH:17]=3)(=[O:13])=[O:12])[CH:9]=[CH:10][C:5]=2[S:4][N:3]=1.O.[NH2:25][CH2:26][CH2:27][CH2:28][NH2:29]. (9) Given the product [Cl:1][C:2]1[CH:3]=[C:4]([C:8]([C:15]2[CH:19]=[C:18]([CH:33]=[O:34])[O:17][CH:16]=2)([O:10][Si:11]([CH3:14])([CH3:12])[CH3:13])[CH3:9])[CH:5]=[CH:6][CH:7]=1, predict the reactants needed to synthesize it. The reactants are: [Cl:1][C:2]1[CH:3]=[C:4]([C:8]([C:15]2[CH:19]=[CH:18][O:17][CH:16]=2)([O:10][Si:11]([CH3:14])([CH3:13])[CH3:12])[CH3:9])[CH:5]=[CH:6][CH:7]=1.[Li]C(C)(C)C.CCCCC.CN([CH:33]=[O:34])C.[NH4+].[Cl-].